Dataset: Forward reaction prediction with 1.9M reactions from USPTO patents (1976-2016). Task: Predict the product of the given reaction. (1) Given the reactants CC([Si](C1C=CC=CC=1)(C1C=CC=CC=1)[O:6][CH2:7][C@@H:8]1[CH2:14][C@@H:13]2[C@@H:11]([CH2:12]2)[CH2:10][N:9]1[C:15]([C:17]1[C:22]([C:23]2[CH:28]=[CH:27][CH:26]=[CH:25][CH:24]=2)=[CH:21][CH:20]=[C:19]([CH3:29])[N:18]=1)=[O:16])(C)C.CCCC[N+](CCCC)(CCCC)CCCC.[F-].C([O-])(O)=O.[Na+], predict the reaction product. The product is: [CH3:29][C:19]1[N:18]=[C:17]([C:15]([N:9]2[C@H:8]([CH2:7][OH:6])[CH2:14][C@@H:13]3[C@@H:11]([CH2:12]3)[CH2:10]2)=[O:16])[C:22]([C:23]2[CH:24]=[CH:25][CH:26]=[CH:27][CH:28]=2)=[CH:21][CH:20]=1. (2) Given the reactants [F:1][C:2]1[CH:7]=[C:6]([I:8])[CH:5]=[CH:4][C:3]=1[NH:9][C:10]1[N:15]([CH3:16])[C:14](=[O:17])[C:13]2[CH:18]=[CH:19][O:20][C:12]=2[C:11]=1[C:21]([OH:23])=O.[NH2:24][CH2:25][CH:26]([OH:29])[CH2:27][OH:28], predict the reaction product. The product is: [OH:29][CH:26]([CH2:27][OH:28])[CH2:25][NH:24][C:21]([C:11]1[C:12]2[O:20][CH:19]=[CH:18][C:13]=2[C:14](=[O:17])[N:15]([CH3:16])[C:10]=1[NH:9][C:3]1[CH:4]=[CH:5][C:6]([I:8])=[CH:7][C:2]=1[F:1])=[O:23]. (3) The product is: [NH2:20][C:11]1[C:10]2[N:9]=[C:8]([CH2:21][CH3:22])[N:7]([CH2:6][CH2:5][O:4][CH2:3][CH2:2][NH:1][C:30]([NH:29][C:23]3[CH:28]=[CH:27][CH:26]=[CH:25][CH:24]=3)=[O:31])[C:19]=2[C:18]2[CH:17]=[CH:16][CH:15]=[CH:14][C:13]=2[N:12]=1. Given the reactants [NH2:1][CH2:2][CH2:3][O:4][CH2:5][CH2:6][N:7]1[C:19]2[C:18]3[CH:17]=[CH:16][CH:15]=[CH:14][C:13]=3[N:12]=[C:11]([NH2:20])[C:10]=2[N:9]=[C:8]1[CH2:21][CH3:22].[C:23]1([N:29]=[C:30]=[O:31])[CH:28]=[CH:27][CH:26]=[CH:25][CH:24]=1, predict the reaction product. (4) The product is: [NH2:22][C:17]1[CH:18]=[CH:19][CH:20]=[CH:21][C:16]=1[S:13]([NH:12][C:10]1[CH:11]=[C:2]([F:1])[CH:3]=[C:4]2[C:9]=1[N:8]=[CH:7][CH:6]=[CH:5]2)(=[O:15])=[O:14]. Given the reactants [F:1][C:2]1[CH:3]=[C:4]2[C:9](=[C:10]([NH:12][S:13]([C:16]3[CH:21]=[CH:20][CH:19]=[CH:18][C:17]=3[N+:22]([O-])=O)(=[O:15])=[O:14])[CH:11]=1)[N:8]=[CH:7][CH:6]=[CH:5]2.Cl[Sn]Cl, predict the reaction product. (5) The product is: [Cl:14][C:10]1[N:9]=[C:8]2[N:7]([CH2:20][C:21]3[CH:26]=[CH:25][C:24]([S:27]([CH3:30])(=[O:29])=[O:28])=[CH:23][C:22]=3[C:31]([F:33])([F:32])[F:34])[C:6]([CH3:15])=[C:5]([CH2:4][C:3]([OH:2])=[O:16])[C:13]2=[CH:12][CH:11]=1. Given the reactants C[O:2][C:3](=[O:16])[CH2:4][C:5]1[C:13]2[C:8](=[N:9][C:10]([Cl:14])=[CH:11][CH:12]=2)[NH:7][C:6]=1[CH3:15].[H-].[Na+].Br[CH2:20][C:21]1[CH:26]=[CH:25][C:24]([S:27]([CH3:30])(=[O:29])=[O:28])=[CH:23][C:22]=1[C:31]([F:34])([F:33])[F:32].[I-].[Na+], predict the reaction product.